Regression. Given a peptide amino acid sequence and an MHC pseudo amino acid sequence, predict their binding affinity value. This is MHC class I binding data. From a dataset of Peptide-MHC class I binding affinity with 185,985 pairs from IEDB/IMGT. (1) The peptide sequence is FGDSKEPVPY. The MHC is HLA-A29:02 with pseudo-sequence HLA-A29:02. The binding affinity (normalized) is 0.367. (2) The peptide sequence is PRRRRSQSPR. The MHC is Patr-A0301 with pseudo-sequence Patr-A0301. The binding affinity (normalized) is 0.